Dataset: Catalyst prediction with 721,799 reactions and 888 catalyst types from USPTO. Task: Predict which catalyst facilitates the given reaction. (1) Reactant: [Cl:1][C:2]1[CH:3]=[C:4]2[C:9](=[C:10](F)[CH:11]=1)[N:8]=[CH:7][CH:6]=[CH:5]2.C[O:14][CH:15]1[CH2:20][CH2:19][N:18]([C:21]([O:23][C:24]([CH3:27])([CH3:26])[CH3:25])=[O:22])[CH2:17][CH2:16]1.CC(C)([O-])C.[Na+].CN1C(=O)CCC1. Product: [Cl:1][C:2]1[CH:3]=[C:4]2[C:9](=[C:10]([O:14][CH:15]3[CH2:16][CH2:17][N:18]([C:21]([O:23][C:24]([CH3:27])([CH3:26])[CH3:25])=[O:22])[CH2:19][CH2:20]3)[CH:11]=1)[N:8]=[CH:7][CH:6]=[CH:5]2. The catalyst class is: 6. (2) Reactant: [C:1]([O:5][C:6]([NH:8][CH:9]([CH2:13][C:14]1[CH:19]=[CH:18][CH:17]=[C:16]([C:20]#[N:21])[CH:15]=1)[C:10](O)=[O:11])=[O:7])([CH3:4])([CH3:3])[CH3:2].CN1CCOCC1.ClC(OCC(C)C)=O.[BH4-].[Na+]. Product: [C:1]([O:5][C:6]([NH:8][CH:9]([CH2:13][C:14]1[CH:19]=[CH:18][CH:17]=[C:16]([C:20]#[N:21])[CH:15]=1)[CH2:10][OH:11])=[O:7])([CH3:4])([CH3:2])[CH3:3]. The catalyst class is: 36. (3) Reactant: [Cl:1][C:2]1[CH:22]=[CH:21][C:5]([CH2:6][C:7]2[C:8](=[O:20])[NH:9][C:10]3[C:15]([C:16]=2[CH3:17])=[C:14]([OH:18])[CH:13]=[C:12]([CH3:19])[CH:11]=3)=[CH:4][CH:3]=1.C1C=CC(N([S:30]([C:33]([F:36])([F:35])[F:34])(=[O:32])=[O:31])[S:30]([C:33]([F:36])([F:35])[F:34])(=[O:32])=[O:31])=CC=1.C(=O)([O-])[O-].[K+].[K+]. Product: [Cl:1][C:2]1[CH:3]=[CH:4][C:5]([CH2:6][C:7]2[C:8](=[O:20])[NH:9][C:10]3[C:15]([C:16]=2[CH3:17])=[C:14]([O:18][S:30]([C:33]([F:36])([F:35])[F:34])(=[O:32])=[O:31])[CH:13]=[C:12]([CH3:19])[CH:11]=3)=[CH:21][CH:22]=1. The catalyst class is: 7. (4) The catalyst class is: 2. Product: [CH:28]1([N:5]([CH2:6][CH:7]2[CH2:8][CH2:9][N:10]([C:13]3[C:14]4[C:21]([C:22]5[CH:27]=[CH:26][CH:25]=[CH:24][CH:23]=5)=[CH:20][S:19][C:15]=4[N:16]=[CH:17][N:18]=3)[CH2:11][CH2:12]2)[CH2:4][C:3]([NH:38][CH3:37])=[O:2])[CH2:29][CH2:30][CH2:31]1. Reactant: C[O:2][C:3](=O)[CH2:4][N:5]([CH:28]1[CH2:31][CH2:30][CH2:29]1)[CH2:6][CH:7]1[CH2:12][CH2:11][N:10]([C:13]2[C:14]3[C:21]([C:22]4[CH:27]=[CH:26][CH:25]=[CH:24][CH:23]=4)=[CH:20][S:19][C:15]=3[N:16]=[CH:17][N:18]=2)[CH2:9][CH2:8]1.C[Al](C)C.[CH3:37][NH2:38].